Dataset: Peptide-MHC class I binding affinity with 185,985 pairs from IEDB/IMGT. Task: Regression. Given a peptide amino acid sequence and an MHC pseudo amino acid sequence, predict their binding affinity value. This is MHC class I binding data. (1) The binding affinity (normalized) is 0.0847. The peptide sequence is ILGTVSWNL. The MHC is HLA-B40:01 with pseudo-sequence HLA-B40:01. (2) The binding affinity (normalized) is 0. The MHC is Mamu-A01 with pseudo-sequence Mamu-A01. The peptide sequence is RVTAIEKY. (3) The peptide sequence is SLIKEEILFV. The MHC is HLA-A02:01 with pseudo-sequence HLA-A02:01. The binding affinity (normalized) is 0.757.